Dataset: NCI-60 drug combinations with 297,098 pairs across 59 cell lines. Task: Regression. Given two drug SMILES strings and cell line genomic features, predict the synergy score measuring deviation from expected non-interaction effect. (1) Drug 2: CC1CCCC2(C(O2)CC(NC(=O)CC(C(C(=O)C(C1O)C)(C)C)O)C(=CC3=CSC(=N3)C)C)C. Drug 1: CC1CCC2CC(C(=CC=CC=CC(CC(C(=O)C(C(C(=CC(C(=O)CC(OC(=O)C3CCCCN3C(=O)C(=O)C1(O2)O)C(C)CC4CCC(C(C4)OC)OCCO)C)C)O)OC)C)C)C)OC. Cell line: ACHN. Synergy scores: CSS=34.3, Synergy_ZIP=-3.10, Synergy_Bliss=-2.40, Synergy_Loewe=-4.02, Synergy_HSA=1.65. (2) Drug 1: C1=NC2=C(N=C(N=C2N1C3C(C(C(O3)CO)O)F)Cl)N. Drug 2: CS(=O)(=O)CCNCC1=CC=C(O1)C2=CC3=C(C=C2)N=CN=C3NC4=CC(=C(C=C4)OCC5=CC(=CC=C5)F)Cl. Cell line: HT29. Synergy scores: CSS=-5.58, Synergy_ZIP=-2.16, Synergy_Bliss=-6.80, Synergy_Loewe=-5.58, Synergy_HSA=-5.78. (3) Drug 1: C1=C(C(=O)NC(=O)N1)F. Drug 2: C1=NC2=C(N=C(N=C2N1C3C(C(C(O3)CO)O)F)Cl)N. Cell line: MCF7. Synergy scores: CSS=40.2, Synergy_ZIP=0.528, Synergy_Bliss=0.713, Synergy_Loewe=4.89, Synergy_HSA=5.46. (4) Drug 1: CC1OCC2C(O1)C(C(C(O2)OC3C4COC(=O)C4C(C5=CC6=C(C=C35)OCO6)C7=CC(=C(C(=C7)OC)O)OC)O)O. Drug 2: COCCOC1=C(C=C2C(=C1)C(=NC=N2)NC3=CC=CC(=C3)C#C)OCCOC.Cl. Cell line: MDA-MB-435. Synergy scores: CSS=19.9, Synergy_ZIP=2.89, Synergy_Bliss=9.63, Synergy_Loewe=5.62, Synergy_HSA=6.07. (5) Drug 1: CC12CCC3C(C1CCC2=O)CC(=C)C4=CC(=O)C=CC34C. Drug 2: CC1C(C(=O)NC(C(=O)N2CCCC2C(=O)N(CC(=O)N(C(C(=O)O1)C(C)C)C)C)C(C)C)NC(=O)C3=C4C(=C(C=C3)C)OC5=C(C(=O)C(=C(C5=N4)C(=O)NC6C(OC(=O)C(N(C(=O)CN(C(=O)C7CCCN7C(=O)C(NC6=O)C(C)C)C)C)C(C)C)C)N)C. Cell line: RXF 393. Synergy scores: CSS=18.4, Synergy_ZIP=2.94, Synergy_Bliss=7.49, Synergy_Loewe=7.92, Synergy_HSA=7.63. (6) Drug 1: CC1OCC2C(O1)C(C(C(O2)OC3C4COC(=O)C4C(C5=CC6=C(C=C35)OCO6)C7=CC(=C(C(=C7)OC)O)OC)O)O. Drug 2: CCCCCOC(=O)NC1=NC(=O)N(C=C1F)C2C(C(C(O2)C)O)O. Cell line: BT-549. Synergy scores: CSS=28.4, Synergy_ZIP=1.74, Synergy_Bliss=1.61, Synergy_Loewe=-23.4, Synergy_HSA=0.278. (7) Drug 1: C1C(C(OC1N2C=C(C(=O)NC2=O)F)CO)O. Drug 2: CC=C1C(=O)NC(C(=O)OC2CC(=O)NC(C(=O)NC(CSSCCC=C2)C(=O)N1)C(C)C)C(C)C. Cell line: MDA-MB-231. Synergy scores: CSS=42.9, Synergy_ZIP=0.757, Synergy_Bliss=4.87, Synergy_Loewe=-10.7, Synergy_HSA=5.32. (8) Drug 1: CC(CN1CC(=O)NC(=O)C1)N2CC(=O)NC(=O)C2. Drug 2: C1=CC(=CC=C1CC(C(=O)O)N)N(CCCl)CCCl.Cl. Cell line: 786-0. Synergy scores: CSS=34.7, Synergy_ZIP=-4.61, Synergy_Bliss=5.18, Synergy_Loewe=4.43, Synergy_HSA=5.60. (9) Drug 1: CNC(=O)C1=NC=CC(=C1)OC2=CC=C(C=C2)NC(=O)NC3=CC(=C(C=C3)Cl)C(F)(F)F. Drug 2: CC1C(C(CC(O1)OC2CC(CC3=C2C(=C4C(=C3O)C(=O)C5=C(C4=O)C(=CC=C5)OC)O)(C(=O)CO)O)N)O.Cl. Cell line: MALME-3M. Synergy scores: CSS=26.7, Synergy_ZIP=-6.53, Synergy_Bliss=-2.91, Synergy_Loewe=-59.6, Synergy_HSA=-1.48. (10) Drug 2: CCC1(C2=C(COC1=O)C(=O)N3CC4=CC5=C(C=CC(=C5CN(C)C)O)N=C4C3=C2)O.Cl. Synergy scores: CSS=14.0, Synergy_ZIP=0.701, Synergy_Bliss=4.48, Synergy_Loewe=3.96, Synergy_HSA=5.28. Cell line: NCI/ADR-RES. Drug 1: C1CC(=O)NC(=O)C1N2CC3=C(C2=O)C=CC=C3N.